The task is: Regression. Given a peptide amino acid sequence and an MHC pseudo amino acid sequence, predict their binding affinity value. This is MHC class II binding data.. This data is from Peptide-MHC class II binding affinity with 134,281 pairs from IEDB. (1) The binding affinity (normalized) is 0.852. The peptide sequence is PSVIPAARLFKAFIL. The MHC is DRB1_0701 with pseudo-sequence DRB1_0701. (2) The peptide sequence is STLNFNNLY. The MHC is DRB1_0101 with pseudo-sequence DRB1_0101. The binding affinity (normalized) is 0.0876. (3) The peptide sequence is ASMVNGVIKILTYPW. The MHC is HLA-DQA10501-DQB10402 with pseudo-sequence HLA-DQA10501-DQB10402. The binding affinity (normalized) is 0.550. (4) The peptide sequence is LGAVYRYKKLKEMSA. The MHC is DRB1_1501 with pseudo-sequence DRB1_1501. The binding affinity (normalized) is 0.552. (5) The peptide sequence is VSACVSSMAERFKTK. The MHC is DRB1_0101 with pseudo-sequence DRB1_0101. The binding affinity (normalized) is 0.703. (6) The peptide sequence is LKNIQSLRRLSSVCL. The MHC is DRB1_0101 with pseudo-sequence DRB1_0101. The binding affinity (normalized) is 0.874. (7) The MHC is HLA-DPA10103-DPB10401 with pseudo-sequence HLA-DPA10103-DPB10401. The peptide sequence is MSGPMQQLTQPLQQV. The binding affinity (normalized) is 0.383. (8) The peptide sequence is DENPYKTWAYHGSYEVK. The MHC is DRB3_0101 with pseudo-sequence DRB3_0101. The binding affinity (normalized) is 0.363. (9) The peptide sequence is GDEQKLRSAGELELQFRRVK. The MHC is HLA-DPA10201-DPB10501 with pseudo-sequence HLA-DPA10201-DPB10501. The binding affinity (normalized) is 0.419.